Task: Predict the reactants needed to synthesize the given product.. Dataset: Full USPTO retrosynthesis dataset with 1.9M reactions from patents (1976-2016) (1) Given the product [CH2:1]([O:3][C:4]([C:6]1[C:7]([OH:22])=[C:8]2[C:15]([C:16]3[CH:21]=[CH:20][CH:19]=[CH:18][CH:17]=3)=[N:14][O:13][C:9]2=[C:10]([CH3:23])[N:11]=1)=[O:5])[CH3:2], predict the reactants needed to synthesize it. The reactants are: [CH2:1]([O:3][C:4]([C:6]1[C:7]([OH:22])=[C:8]2[C:15]([C:16]3[CH:21]=[CH:20][CH:19]=[CH:18][CH:17]=3)=[N:14][O:13][C:9]2=[C:10](Br)[N:11]=1)=[O:5])[CH3:2].[CH3:23][Sn](C)(C)C. (2) Given the product [OH:34][C:30]([CH3:31])([CH3:29])[CH:32]=[CH:33][C:2]1[C:10]2[C:9](=[O:11])[N:8]([CH3:12])[C:7](=[O:13])[N:6]([CH2:14][CH:15]([CH3:17])[CH3:16])[C:5]=2[S:4][C:3]=1[CH2:18][C:19]1[CH:24]=[CH:23][CH:22]=[CH:21][C:20]=1[C:25]([F:28])([F:27])[F:26], predict the reactants needed to synthesize it. The reactants are: Br[C:2]1[C:10]2[C:9](=[O:11])[N:8]([CH3:12])[C:7](=[O:13])[N:6]([CH2:14][CH:15]([CH3:17])[CH3:16])[C:5]=2[S:4][C:3]=1[CH2:18][C:19]1[CH:24]=[CH:23][CH:22]=[CH:21][C:20]=1[C:25]([F:28])([F:27])[F:26].[CH3:29][C:30]([OH:34])([CH:32]=[CH2:33])[CH3:31]. (3) Given the product [CH2:5]([O:4][C:2](=[O:3])[O:20][C:19]1[CH:18]([CH2:21][CH:22]2[CH2:23][CH2:24][N:25]([O:28][CH3:29])[CH2:26][CH2:27]2)[NH:17][C:16](=[O:30])[C:15]=1[C:9]1[CH:10]=[C:11]([CH3:14])[CH:12]=[CH:13][C:8]=1[CH3:7])[CH3:6], predict the reactants needed to synthesize it. The reactants are: Cl[C:2]([O:4][CH2:5][CH3:6])=[O:3].[CH3:7][C:8]1[CH:13]=[CH:12][C:11]([CH3:14])=[CH:10][C:9]=1[C:15]1[C:16](=[O:30])[NH:17][CH:18]([CH2:21][CH:22]2[CH2:27][CH2:26][N:25]([O:28][CH3:29])[CH2:24][CH2:23]2)[C:19]=1[OH:20].CCN(CC)CC. (4) Given the product [F:1][C:2]1[C:3]([F:12])=[CH:4][C:5]2[S:9][C:8](=[N:10][C:17](=[O:18])[C:16]3[CH:20]=[C:21]([O:23][C:24]([F:27])([F:26])[F:25])[CH:22]=[C:14]([CH3:13])[CH:15]=3)[N:7]([CH:29]([CH2:34][CH3:35])[C:30]([OH:32])=[O:31])[C:6]=2[CH:11]=1, predict the reactants needed to synthesize it. The reactants are: [F:1][C:2]1[C:3]([F:12])=[CH:4][C:5]2[S:9][C:8]([NH2:10])=[N:7][C:6]=2[CH:11]=1.[CH3:13][C:14]1[CH:15]=[C:16]([CH:20]=[C:21]([O:23][C:24]([F:27])([F:26])[F:25])[CH:22]=1)[C:17](Cl)=[O:18].Br[CH:29]([CH2:34][CH3:35])[C:30]([O:32]C)=[O:31].COC1C=CC2N=C(N)SC=2C=1.ClC1C=C(C=CC=1)C(Cl)=O.BrCC(OCC)=O. (5) Given the product [NH2:15][C:9]1[CH:14]=[C:13]([CH:12]=[CH:11][CH:10]=1)[NH:5][CH2:4][CH2:3][CH2:2][CH2:8][CH2:7][CH3:6], predict the reactants needed to synthesize it. The reactants are: Br[C:2]1[CH:3]=[C:4]([CH:6]=[CH:7][CH:8]=1)[NH2:5].[CH2:9]([NH2:15])[CH2:10][CH2:11][CH2:12][CH2:13][CH3:14]. (6) Given the product [F:1][C:2]1[CH:10]=[C:9]([C:11]2[CH:12]=[N:13][C:14]3[N:15]([C:17]([C:20]4([C:23]5[CH:24]=[C:25]6[C:30](=[CH:31][CH:32]=5)[N:29]=[CH:28][CH:27]=[CH:26]6)[CH2:21][CH2:22]4)=[CH:18][N:19]=3)[CH:16]=2)[CH:8]=[CH:7][C:3]=1[C:4]([NH:38][CH:36]([CH3:37])[CH2:35][O:34][CH2:33][CH3:49])=[O:5], predict the reactants needed to synthesize it. The reactants are: [F:1][C:2]1[CH:10]=[C:9]([C:11]2[CH:12]=[N:13][C:14]3[N:15]([C:17]([C:20]4([C:23]5[CH:24]=[C:25]6[C:30](=[CH:31][CH:32]=5)[N:29]=[CH:28][CH:27]=[CH:26]6)[CH2:22][CH2:21]4)=[CH:18][N:19]=3)[CH:16]=2)[CH:8]=[CH:7][C:3]=1[C:4](O)=[O:5].[CH3:33][O:34][CH2:35][CH:36]([NH2:38])[CH3:37].F[P-](F)(F)(F)(F)F.N1(O[P+](N(C)C)(N(C)C)N(C)C)C2C=CC=C[C:49]=2N=N1.C(N(CC)C(C)C)(C)C. (7) The reactants are: [C:1]([CH2:3][NH:4][C:5]([NH:7][CH2:8][CH3:9])=[O:6])#[N:2].CC(C)([O-])C.[K+].[CH3:16][O:17][C:18]1[CH:19]=[C:20]([CH:23]=[CH:24][C:25]=1[O:26][CH2:27][C:28]1[CH:33]=[CH:32][C:31]([O:34][CH3:35])=[CH:30][CH:29]=1)[CH:21]=O.[Cl-].[NH4+]. Given the product [CH2:8]([N:7]1[C:1](=[NH:2])/[C:3](=[CH:21]/[C:20]2[CH:23]=[CH:24][C:25]([O:26][CH2:27][C:28]3[CH:33]=[CH:32][C:31]([O:34][CH3:35])=[CH:30][CH:29]=3)=[C:18]([O:17][CH3:16])[CH:19]=2)/[NH:4][C:5]1=[O:6])[CH3:9], predict the reactants needed to synthesize it. (8) Given the product [C:3]1([CH:4]([C:8]2[CH:9]=[CH:10][CH:11]=[CH:12][CH:13]=2)[CH2:5][CH2:6][NH:1][C:20]([C:19]2[CH:14]([C:10]3[CH:11]=[CH:12][CH:13]=[C:8]([Cl:7])[CH:9]=3)[N:15]([C:34]([O:36][CH2:37][CH3:38])=[O:35])[C:16](=[O:31])[NH:17][C:18]=2[CH3:30])=[O:22])[CH:14]=[CH:19][CH:18]=[CH:30][CH:2]=1, predict the reactants needed to synthesize it. The reactants are: [N:1]1[CH:6]=[CH:5][CH:4]=[CH:3][CH:2]=1.[Cl:7][C:8]1[CH:9]=[C:10]([CH:14]2[C:19]([C:20]([O:22]CC3C=CC=CC=3)=O)=[C:18]([CH3:30])[NH:17][C:16]([O:31]C)=[N:15]2)[CH:11]=[CH:12][CH:13]=1.Cl[C:34]([O:36][CH2:37][CH3:38])=[O:35].